This data is from Forward reaction prediction with 1.9M reactions from USPTO patents (1976-2016). The task is: Predict the product of the given reaction. Given the reactants [NH2:1][C:2]1[CH:10]=[CH:9][CH:8]=[CH:7][C:3]=1[C:4]([NH2:6])=[O:5].[CH3:11][N:12]([CH3:22])[CH:13]1[CH2:18][CH2:17][CH:16]([C:19](Cl)=O)[CH2:15][CH2:14]1, predict the reaction product. The product is: [CH3:11][N:12]([CH3:22])[CH:13]1[CH2:18][CH2:17][CH:16]([C:19]2[NH:6][C:4](=[O:5])[C:3]3[C:2](=[CH:10][CH:9]=[CH:8][CH:7]=3)[N:1]=2)[CH2:15][CH2:14]1.